Dataset: Forward reaction prediction with 1.9M reactions from USPTO patents (1976-2016). Task: Predict the product of the given reaction. Given the reactants [I:1][C:2]1[C:10]2[C:5](=[CH:6][C:7]([C:11]#[N:12])=[CH:8][CH:9]=2)[NH:4][N:3]=1.[CH3:13]C([O-])(C)C.[K+].IC, predict the reaction product. The product is: [I:1][C:2]1[C:10]2[C:5](=[CH:6][C:7]([C:11]#[N:12])=[CH:8][CH:9]=2)[N:4]([CH3:13])[N:3]=1.